This data is from Experimentally validated miRNA-target interactions with 360,000+ pairs, plus equal number of negative samples. The task is: Binary Classification. Given a miRNA mature sequence and a target amino acid sequence, predict their likelihood of interaction. (1) Result: 0 (no interaction). The miRNA is hsa-miR-6791-5p with sequence CCCCUGGGGCUGGGCAGGCGGA. The protein sequence of the target gene is MLFSALLLEVIWILAADGGQHWTYEGPHGQDHWPASYPECGNNAQSPIDIQTDSVTFDPDLPALQPHGYDQPGTEPLDLHNNGHTVQLSLPSTLYLGGLPRKYVAAQLHLHWGQKGSPGGSEHQINSEATFAELHIVHYDSDSYDSLSEAAERPQGLAVLGILIEVGETKNIAYEHILSHLHEVRHKDQKTSVPPFNLRELLPKQLGQYFRYNGSLTTPPCYQSVLWTVFYRRSQISMEQLEKLQGTLFSTEEEPSKLLVQNYRALQPLNQRMVFASFIQAGSSYTTGEMLSLGVGILVG.... (2) The miRNA is mmu-miR-505-5p with sequence GGGAGCCAGGAAGUAUUGAUGUU. The protein sequence of the target gene is MDHTEGSPAEEPPAHAPSPGKFGERPPPKRLTREAMRNYLKERGDQTVLILHAKVAQKSYGNEKRFFCPPPCVYLMGSGWKKKKEQMERDGCSEQESQPCAFIGIGNSDQEMQQLNLEGKNYCTAKTLYISDSDKRKHFMLSVKMFYGNSDDIGVFLSKRIKVISKPSKKKQSLKNADLCIASGTKVALFNRLRSQTVSTRYLHVEGGNFHASSQQWGAFFIHLLDDDESEGEEFTVRDGYIHYGQTVKLVCSVTGMALPRLIIRKVDKQTALLDADDPVSQLHKCAFYLKDTERMYLCL.... Result: 0 (no interaction). (3) The protein sequence of the target gene is MGVNQSVGFPPVTGPHLVGCGDVMEGQNLQGSFFRLFYPCQKAEETMEQPLWIPRYEYCTGLAEYLQFNKRCGGLLFNLAVGSCRLPVSWNGPFKTKDSGYPLIIFSHGLGAFRTLYSAFCMELASRGFVVAVPEHRDRSAATTYFCKQAPEENQPTNESLQEEWIPFRRVEEGEKEFHVRNPQVHQRVSECLRVLKILQEVTAGQTVFNILPGGLDLMTLKGNIDMSRVAVMGHSFGGATAILALAKETQFRCAVALDAWMFPLERDFYPKARGPVFFINTEKFQTMESVNLMKKICAQ.... The miRNA is hsa-miR-1914-5p with sequence CCCUGUGCCCGGCCCACUUCUG. Result: 1 (interaction). (4) The protein sequence of the target gene is MTTLVLDNGAYNAKIGYSHENVSVIPNCQFRSKTARLKTFTANQIDEIKDPSGLFYILPFQKGYLVNWDVQRQVWDYLFGKEMYQVDFLDTNIIITEPYFNFTSIQESMNEILFEEYQFQAVLRVNAGALSAHRYFRDNPSELCCIIVDSGYSFTHIVPYCRSKKKKEAIIRINVGGKLLTNHLKEIISYRQLHVMDETHVINQVKEDVCYVSQDFYRDMDIAKLKGEENTVMIDYVLPDFSTIKKGFCKPREEMVLSGKYKSGEQILRLANERFAVPEILFNPSDIGIQEMGIPEAIVY.... The miRNA is cel-miR-65-5p with sequence UAUGACACUGAAGCGUAACCGAA. Result: 0 (no interaction). (5) The miRNA is hsa-miR-670-3p with sequence UUUCCUCAUAUUCAUUCAGGA. Result: 0 (no interaction). The protein sequence of the target gene is MAAAKDGCGLETAAGNGRRLHLGIPEAVFVEDVDSFMKQPGNETADTVLKKLDEQYQKYKFMELNLAQKKRRLKGQIPEIKQTLEILKYMQKKKESTNSMETRFLLADNLYCKASVPPTDKVCLWLGANVMLEYDIDEAQALLEKNLSTATKNLDSLEEDLDFLRDQFTTTEVNMARVYNWDVKRRNKDDSTKNKA. (6) The miRNA is rno-miR-133b-5p with sequence GCUGGUCAAACGGAACCAAGU. The protein sequence of the target gene is MCSAGELLRGGDGGERDEDGDALAEREAAGTGWDPGASPRRRGQRPKESEQDVEDSQNHTGEPVGDDYKKMGTLFGELNKNLINMGFTRMYFGERIVEPVIVIFFWVMLWFLGLQALGLVAVLCLVIIYVQQ. Result: 0 (no interaction).